From a dataset of Forward reaction prediction with 1.9M reactions from USPTO patents (1976-2016). Predict the product of the given reaction. (1) Given the reactants Br[C:2]1[CH:7]=[CH:6][C:5]([Br:8])=[CH:4][N:3]=1.[CH:9]1([CH2:12][OH:13])[CH2:11][CH2:10]1, predict the reaction product. The product is: [Br:8][C:5]1[CH:6]=[CH:7][C:2]([O:13][CH2:12][CH:9]2[CH2:11][CH2:10]2)=[N:3][CH:4]=1. (2) Given the reactants [CH3:1][N:2]([CH3:29])[C:3]1([C:23]2[CH:28]=[CH:27][CH:26]=[CH:25][CH:24]=2)[CH2:8][CH2:7][C:6]([CH2:10][C@H:11]([CH3:22])[CH2:12][C:13]#[C:14][Si:15]([CH2:20][CH3:21])([CH2:18][CH3:19])[CH2:16][CH3:17])([OH:9])[CH2:5][CH2:4]1.I[C:31]1[CH:37]=[CH:36][CH:35]=[CH:34][C:32]=1[NH2:33].C(=O)([O-])[O-].[Na+].[Na+], predict the reaction product. The product is: [CH3:29][N:2]([CH3:1])[C:3]1([C:23]2[CH:24]=[CH:25][CH:26]=[CH:27][CH:28]=2)[CH2:8][CH2:7][C:6]([CH2:10][C@H:11]([CH3:22])[CH2:12][C:13]2[C:34]3[C:32](=[CH:31][CH:37]=[CH:36][CH:35]=3)[NH:33][C:14]=2[Si:15]([CH2:20][CH3:21])([CH2:18][CH3:19])[CH2:16][CH3:17])([OH:9])[CH2:5][CH2:4]1. (3) Given the reactants [NH2:1][C:2]1[CH:6]=[C:5]([C:7]2[CH:12]=[CH:11][N:10]=[CH:9][CH:8]=2)[S:4][C:3]=1[C:13]([O:15][CH3:16])=[O:14].CO[C:19]([CH3:21])=[CH2:20].C(O)(=O)C.C(O[BH-](OC(=O)C)OC(=O)C)(=O)C.[Na+].C([O-])(O)=O.[Na+], predict the reaction product. The product is: [CH3:20][CH:19]([NH:1][C:2]1[CH:6]=[C:5]([C:7]2[CH:8]=[CH:9][N:10]=[CH:11][CH:12]=2)[S:4][C:3]=1[C:13]([O:15][CH3:16])=[O:14])[CH3:21]. (4) The product is: [Br:1][C:2]1[CH:10]=[C:9]2[C:5](/[C:6](=[CH:12]/[C:14]3[NH:15][C:16]([CH3:28])=[C:17]([S:24]([CH3:27])(=[O:26])=[O:25])[C:18]=3[CH2:19][CH2:20][C:21]([OH:23])=[O:22])/[C:7](=[O:11])[NH:8]2)=[CH:4][CH:3]=1. Given the reactants [Br:1][C:2]1[CH:10]=[C:9]2[C:5]([CH2:6][C:7](=[O:11])[NH:8]2)=[CH:4][CH:3]=1.[CH:12]([C:14]1[NH:15][C:16]([CH3:28])=[C:17]([S:24]([CH3:27])(=[O:26])=[O:25])[C:18]=1[CH2:19][CH2:20][C:21]([OH:23])=[O:22])=O.N1CCCCC1, predict the reaction product. (5) Given the reactants [F:1][C:2]1[CH:26]=[CH:25][C:5]([O:6][C:7]2[CH:8]=[CH:9][C:10]([N+:22]([O-])=O)=[C:11]([CH2:13][NH:14][C:15](=[O:21])[O:16][C:17]([CH3:20])([CH3:19])[CH3:18])[CH:12]=2)=[CH:4][CH:3]=1.[Cl-].[NH4+].C(O)C, predict the reaction product. The product is: [NH2:22][C:10]1[CH:9]=[CH:8][C:7]([O:6][C:5]2[CH:4]=[CH:3][C:2]([F:1])=[CH:26][CH:25]=2)=[CH:12][C:11]=1[CH2:13][NH:14][C:15](=[O:21])[O:16][C:17]([CH3:19])([CH3:18])[CH3:20]. (6) Given the reactants O=[CH:2][CH2:3][CH2:4][NH:5][C:6](=[O:15])[O:7][CH2:8][C:9]1[CH:14]=[CH:13][CH:12]=[CH:11][CH:10]=1.[CH:16]([CH:29]1[NH:34][C@@H:33]([C:35]([O:37][CH3:38])=[O:36])[CH2:32][N:31]([CH2:39][C:40]2[CH:45]=[CH:44][CH:43]=[CH:42][C:41]=2[O:46][CH3:47])[CH2:30]1)([C:23]1[CH:28]=[CH:27][CH:26]=[CH:25][CH:24]=1)[C:17]1[CH:22]=[CH:21][CH:20]=[CH:19][CH:18]=1.C(O[BH-](OC(=O)C)OC(=O)C)(=O)C.[Na+], predict the reaction product. The product is: [CH:16]([CH:29]1[N:34]([CH2:2][CH2:3][CH2:4][NH:5][C:6]([O:7][CH2:8][C:9]2[CH:14]=[CH:13][CH:12]=[CH:11][CH:10]=2)=[O:15])[C@@H:33]([C:35]([O:37][CH3:38])=[O:36])[CH2:32][N:31]([CH2:39][C:40]2[CH:45]=[CH:44][CH:43]=[CH:42][C:41]=2[O:46][CH3:47])[CH2:30]1)([C:23]1[CH:24]=[CH:25][CH:26]=[CH:27][CH:28]=1)[C:17]1[CH:22]=[CH:21][CH:20]=[CH:19][CH:18]=1.